Dataset: Full USPTO retrosynthesis dataset with 1.9M reactions from patents (1976-2016). Task: Predict the reactants needed to synthesize the given product. (1) Given the product [CH3:1][O:2][C:3]1[CH:4]=[C:5]([NH:13][C:14]2[N:19]=[C:18]([N:20]3[CH2:25][CH2:24][CH2:23][C@H:22]([C:26]([NH:28][CH2:29][C:30]4[CH:31]=[C:32]([CH:37]=[CH:38][CH:39]=4)[C:33]([OH:35])=[O:34])=[O:27])[CH2:21]3)[CH:17]=[CH:16][N:15]=2)[CH:6]=[C:7]([O:11][CH3:12])[C:8]=1[O:9][CH3:10], predict the reactants needed to synthesize it. The reactants are: [CH3:1][O:2][C:3]1[CH:4]=[C:5]([NH:13][C:14]2[N:19]=[C:18]([N:20]3[CH2:25][CH2:24][CH2:23][C@H:22]([C:26]([NH:28][CH2:29][C:30]4[CH:31]=[C:32]([CH:37]=[CH:38][CH:39]=4)[C:33]([O:35]C)=[O:34])=[O:27])[CH2:21]3)[CH:17]=[CH:16][N:15]=2)[CH:6]=[C:7]([O:11][CH3:12])[C:8]=1[O:9][CH3:10].O.[OH-].[Li+]. (2) The reactants are: IC1C=C([N+]([O-])=O)C=C2C=1CCCN2C(=O)C(F)(F)F.[Cl:21][C:22]1[CH:31]=[C:30]([N+:32]([O-:34])=[O:33])[CH:29]=[C:28]2[C:23]=1[CH2:24][CH2:25][CH2:26][N:27]2C(=O)C(F)(F)F. Given the product [Cl:21][C:22]1[CH:31]=[C:30]([N+:32]([O-:34])=[O:33])[CH:29]=[C:28]2[C:23]=1[CH2:24][CH2:25][CH2:26][NH:27]2, predict the reactants needed to synthesize it. (3) The reactants are: [CH3:1][N:2]1[C:6]([C:7]([F:10])([F:9])[F:8])=[C:5]([C:11]([OH:13])=O)[CH:4]=[N:3]1.O1CCCC1.C(Cl)(=O)C(Cl)=O.[NH2:25][C:26]1[CH:27]=[C:28]([CH:45]=[CH:46][CH:47]=1)[O:29][C:30]1[CH:31]=[CH:32][C:33]2[N:34]([N:36]=[C:37]([NH:39][C:40]([CH:42]3[CH2:44][CH2:43]3)=[O:41])[N:38]=2)[CH:35]=1. Given the product [CH:42]1([C:40]([NH:39][C:37]2[N:38]=[C:33]3[CH:32]=[CH:31][C:30]([O:29][C:28]4[CH:27]=[C:26]([NH:25][C:11]([C:5]5[CH:4]=[N:3][N:2]([CH3:1])[C:6]=5[C:7]([F:10])([F:9])[F:8])=[O:13])[CH:47]=[CH:46][CH:45]=4)=[CH:35][N:34]3[N:36]=2)=[O:41])[CH2:43][CH2:44]1, predict the reactants needed to synthesize it. (4) Given the product [C:15]([N:14]=[C:17]([NH2:18])[NH:13][C:5]1[CH:6]=[C:7]2[C:11](=[C:3]([I:2])[CH:4]=1)[NH:10][C:9]([CH3:12])=[CH:8]2)#[N:16], predict the reactants needed to synthesize it. The reactants are: Cl.[I:2][C:3]1[CH:4]=[C:5]([NH2:13])[CH:6]=[C:7]2[C:11]=1[NH:10][C:9]([CH3:12])=[CH:8]2.[N-:14]([C:17]#[N:18])[C:15]#[N:16].[Na+]. (5) Given the product [NH2:1][C:2]1[C:7]([CH2:8][N:9]2[C:19]3[C:14](=[CH:15][CH:16]=[C:17]([C:20]4[C:21]([CH3:26])=[N:22][O:23][C:24]=4[CH3:25])[CH:18]=3)[C:12](=[O:13])[CH:11]=[C:10]2[CH3:28])=[CH:6][CH:5]=[CH:4][N:3]=1, predict the reactants needed to synthesize it. The reactants are: [NH2:1][C:2]1[C:7]([CH2:8][NH:9]/[C:10](/[CH3:28])=[CH:11]\[C:12]([C:14]2[CH:19]=[CH:18][C:17]([C:20]3[C:21]([CH3:26])=[N:22][O:23][C:24]=3[CH3:25])=[CH:16][C:15]=2F)=[O:13])=[CH:6][CH:5]=[CH:4][N:3]=1.C(=O)([O-])[O-].[K+].[K+].C(OCC)(=O)C.O. (6) Given the product [ClH:1].[OH:2][C@@H:3]1[CH2:8][CH2:7][C@H:6]([N:9]2[CH2:13][CH2:12][C:11]3([CH2:18][CH2:17][CH2:16][NH:15][CH2:14]3)[C:10]2=[O:26])[CH2:5][CH2:4]1, predict the reactants needed to synthesize it. The reactants are: [ClH:1].[OH:2][C@@H:3]1[CH2:8][CH2:7][C@H:6]([N:9]2[CH2:13][CH2:12][C:11]3([CH2:18][CH2:17][CH2:16][N:15](C(OC(C)(C)C)=O)[CH2:14]3)[C:10]2=[O:26])[CH2:5][CH2:4]1. (7) Given the product [NH2:2][CH2:3][C:4]1[CH:11]=[CH:10][C:7]([C:8]#[N:9])=[CH:6][C:5]=1[O:12][C:13]1[CH:18]=[CH:17][CH:16]=[CH:15][CH:14]=1, predict the reactants needed to synthesize it. The reactants are: O[N:2]=[CH:3][C:4]1[CH:11]=[CH:10][C:7]([C:8]#[N:9])=[CH:6][C:5]=1[O:12][C:13]1[CH:18]=[CH:17][CH:16]=[CH:15][CH:14]=1. (8) Given the product [Cl:20][C:21]1[CH:26]=[CH:25][CH:24]=[CH:23][C:22]=1[O:27][C:2]1[C:7]([C:8]([O:10][CH3:11])=[O:9])=[CH:6][N:5]=[C:4]([C:12]2[CH:17]=[CH:16][CH:15]=[C:14]([F:18])[C:13]=2[F:19])[CH:3]=1, predict the reactants needed to synthesize it. The reactants are: Cl[C:2]1[C:7]([C:8]([O:10][CH3:11])=[O:9])=[CH:6][N:5]=[C:4]([C:12]2[CH:17]=[CH:16][CH:15]=[C:14]([F:18])[C:13]=2[F:19])[CH:3]=1.[Cl:20][C:21]1[CH:26]=[CH:25][CH:24]=[CH:23][C:22]=1[OH:27].